Dataset: HIV replication inhibition screening data with 41,000+ compounds from the AIDS Antiviral Screen. Task: Binary Classification. Given a drug SMILES string, predict its activity (active/inactive) in a high-throughput screening assay against a specified biological target. (1) The result is 0 (inactive). The molecule is COc1ccc(C2c3c(-c4ccccc4)nn(-c4ccccc4)c3Oc3ncn4nc(CC#N)nc4c32)cc1OC. (2) The drug is COc1ccc(CC2C(=O)OCC2Cc2ccc(OC)c(OC)c2)cc1O. The result is 0 (inactive). (3) The compound is C=CCOCn1ccc(=O)[nH]c1=O. The result is 0 (inactive). (4) The molecule is CCC(CO)NC(=O)Nc1ccc(S(=O)(=O)c2ccc([N+](=O)[O-])cc2)cc1. The result is 0 (inactive). (5) The molecule is CN(C)c1c(C2CC(O)C(CO)O2)c(=O)c1=O. The result is 0 (inactive). (6) The compound is CCOC(=O)C(C#N)=Cc1ccc2c(c1)CC1(C2)Cc2cc(CC)c(C(C)O)cc2C1. The result is 0 (inactive). (7) The molecule is Oc1on[n+]2c1CSC2. The result is 0 (inactive). (8) The molecule is O=C1c2cccc(NCCNCCO)c2C(=O)c2cccc(NCCNCCO)c21. The result is 0 (inactive).